This data is from Reaction yield outcomes from USPTO patents with 853,638 reactions. The task is: Predict the reaction yield, written as a fraction of the theoretical maximum amount of product (1.0 means a 100% yield; for example, 0.34 means a 34% yield). (1) The reactants are Br[C:2]1[C:10]2[N:9]=[C:8]([O:11][C:12]3[C:17]([CH3:18])=[CH:16][C:15]([Cl:19])=[CH:14][C:13]=3[Cl:20])[N:7]([CH3:21])[C:6]=2[C:5]([CH:22]([CH2:25][CH3:26])[CH2:23][CH3:24])=[CH:4][CH:3]=1.[CH2:27]([Sn](CC)(CC)CC)[CH3:28]. The catalyst is C1(C)C=CC=CC=1.[F-].[K+].C1C=CC([P]([Pd]([P](C2C=CC=CC=2)(C2C=CC=CC=2)C2C=CC=CC=2)([P](C2C=CC=CC=2)(C2C=CC=CC=2)C2C=CC=CC=2)[P](C2C=CC=CC=2)(C2C=CC=CC=2)C2C=CC=CC=2)(C2C=CC=CC=2)C2C=CC=CC=2)=CC=1. The product is [Cl:20][C:13]1[CH:14]=[C:15]([Cl:19])[CH:16]=[C:17]([CH3:18])[C:12]=1[O:11][C:8]1[N:7]([CH3:21])[C:6]2[C:5]([CH:22]([CH2:25][CH3:26])[CH2:23][CH3:24])=[CH:4][CH:3]=[C:2]([CH2:27][CH3:28])[C:10]=2[N:9]=1. The yield is 0.130. (2) The reactants are Cl[C:2]([O:4]CC)=[O:3].[CH3:7][O:8][C:9]1[CH:10]=[CH:11][C:12]2[CH:13]([CH3:21])[CH:14]3[CH2:18][NH:17][CH2:16][CH:15]3[C:19]=2[CH:20]=1. The catalyst is C1COCC1.O. The product is [CH2:16]([NH:17][C:2](=[O:3])[O-:4])[CH3:15].[CH3:7][O:8][C:9]1[CH:10]=[CH:11][C:12]2[CH:13]([CH3:21])[CH:14]3[CH2:18][NH:17][CH2:16][CH:15]3[C:19]=2[CH:20]=1. The yield is 0.350.